This data is from Forward reaction prediction with 1.9M reactions from USPTO patents (1976-2016). The task is: Predict the product of the given reaction. (1) The product is: [CH3:24][C:21]1[CH:20]=[C:19]([NH:18][C:10]2[CH:9]=[C:8]([N:6]3[CH2:7][C:4]([CH:1]4[CH2:3][CH2:2]4)([F:25])[CH2:5]3)[N:13]=[C:12]([S:14][C:17]3[CH:34]=[CH:33][C:32]([NH:31][C:29](=[O:30])[CH2:28][C:27]([F:40])([F:26])[F:39])=[CH:37][CH:36]=3)[N:11]=2)[NH:23][N:22]=1. Given the reactants [CH:1]1([C:4]2([F:25])[CH2:7][N:6]([C:8]3[N:13]=[C:12]([S:14]([CH3:17])(=O)=O)[N:11]=[C:10]([NH:18][C:19]4[NH:23][N:22]=[C:21]([CH3:24])[CH:20]=4)[CH:9]=3)[CH2:5]2)[CH2:3][CH2:2]1.[F:26][C:27]([F:40])([F:39])[CH2:28][C:29]([NH:31][C:32]1[CH:37]=[CH:36]C(S)=[CH:34][CH:33]=1)=[O:30], predict the reaction product. (2) Given the reactants [NH2:1][C@H:2]([C:5]1[CH:10]=[CH:9][CH:8]=[CH:7][CH:6]=1)[CH2:3][OH:4].C(N(CC)CC)C.Cl[CH2:19][C:20](Cl)=[O:21].[H-].[Na+], predict the reaction product. The product is: [C:5]1([C@H:2]2[NH:1][C:20](=[O:21])[CH2:19][O:4][CH2:3]2)[CH:10]=[CH:9][CH:8]=[CH:7][CH:6]=1. (3) Given the reactants [CH:1]1([C:4]2[N:13]=[C:12](N3CCN(C4C=CC(F)=CC=4OC)CC3)[C:11]3[C:6](=[CH:7][C:8]([O:31][CH3:32])=[C:9]([O:29][CH3:30])[CH:10]=3)[N:5]=2)[CH2:3][CH2:2]1.FC1C=CC(N2CCNCC2)=C(OC)C=1.[Cl:48][C:49]1[CH:50]=[C:51]([NH2:61])[CH:52]=[CH:53][C:54]=1[N:55]1[CH2:60][CH2:59][NH:58][CH2:57][CH2:56]1, predict the reaction product. The product is: [Cl:48][C:49]1[CH:50]=[C:51]([NH2:61])[CH:52]=[CH:53][C:54]=1[N:55]1[CH2:56][CH2:57][N:58]([C:12]2[C:11]3[C:6](=[CH:7][C:8]([O:31][CH3:32])=[C:9]([O:29][CH3:30])[CH:10]=3)[N:5]=[C:4]([CH:1]3[CH2:3][CH2:2]3)[N:13]=2)[CH2:59][CH2:60]1. (4) Given the reactants Cl.F[CH2:3][C:4]([C:8]1[O:12][N:11]=[C:10]([NH:13][C:14](=[O:38])[NH:15][C:16]2[CH:21]=[CH:20][C:19]([NH:22][C:23](=[O:37])[C:24]3[CH:29]=[CH:28][C:27]([O:30][CH:31]4[CH2:36][CH2:35][NH:34][CH2:33][CH2:32]4)=[CH:26][N:25]=3)=[CH:18][CH:17]=2)[CH:9]=1)([CH3:7])[CH2:5]F.[O:39]1[CH2:42]C(=O)[CH2:40]1, predict the reaction product. The product is: [C:4]([C:8]1[O:12][N:11]=[C:10]([NH:13][C:14](=[O:38])[NH:15][C:16]2[CH:17]=[CH:18][C:19]([NH:22][C:23](=[O:37])[C:24]3[CH:29]=[CH:28][C:27]([O:30][CH:31]4[CH2:32][CH2:33][N:34]([CH:35]5[CH2:42][O:39][CH2:40]5)[CH2:36]4)=[CH:26][N:25]=3)=[CH:20][CH:21]=2)[CH:9]=1)([CH3:3])([CH3:7])[CH3:5].